From a dataset of Reaction yield outcomes from USPTO patents with 853,638 reactions. Predict the reaction yield, written as a fraction of the theoretical maximum amount of product (1.0 means a 100% yield; for example, 0.34 means a 34% yield). (1) The reactants are [Cl:1][C:2]1[N:3]([CH3:11])[C:4]([Cl:10])=[CH:5][C:6]=1[C:7](O)=[O:8].N.C[N:14](C(ON1N=NC2C=CC=CC1=2)=[N+](C)C)C.[B-](F)(F)(F)F.CCN(C(C)C)C(C)C. The catalyst is C(Cl)Cl.O. The product is [Cl:1][C:2]1[N:3]([CH3:11])[C:4]([Cl:10])=[CH:5][C:6]=1[C:7]([NH2:14])=[O:8]. The yield is 0.850. (2) The reactants are [H-].[Na+].[CH3:3][O:4][N:5]([CH3:14])[C:6]([C:8]1[NH:9][CH:10]=[C:11]([F:13])[CH:12]=1)=[O:7].[S:15](Cl)([C:18]1[CH:24]=[CH:23][C:21]([CH3:22])=[CH:20][CH:19]=1)(=[O:17])=[O:16]. No catalyst specified. The product is [CH3:3][O:4][N:5]([CH3:14])[C:6]([C:8]1[N:9]([S:15]([C:18]2[CH:24]=[CH:23][C:21]([CH3:22])=[CH:20][CH:19]=2)(=[O:17])=[O:16])[CH:10]=[C:11]([F:13])[CH:12]=1)=[O:7]. The yield is 0.790.